From a dataset of Forward reaction prediction with 1.9M reactions from USPTO patents (1976-2016). Predict the product of the given reaction. (1) Given the reactants [ClH:1].CCOCC.[F:7][C:8]1[CH:9]=[C:10]2[C:15](=[CH:16][CH:17]=1)[C:14]([CH2:18][N:19]1[C:25](=[O:26])[C@@H:24]([NH:27][C:28](=[O:40])[C@@H:29]([N:31](C)[C:32](=O)OC(C)(C)C)[CH3:30])[CH2:23][CH2:22][C:21]3[CH:41]=[CH:42][CH:43]=[CH:44][C:20]1=3)=[C:13]([O:45][CH3:46])[CH:12]=[CH:11]2, predict the reaction product. The product is: [ClH:1].[F:7][C:8]1[CH:9]=[C:10]2[C:15](=[CH:16][CH:17]=1)[C:14]([CH2:18][N:19]1[C:25](=[O:26])[C@@H:24]([NH:27][C:28](=[O:40])[C@@H:29]([NH:31][CH3:32])[CH3:30])[CH2:23][CH2:22][C:21]3[CH:41]=[CH:42][CH:43]=[CH:44][C:20]1=3)=[C:13]([O:45][CH3:46])[CH:12]=[CH:11]2. (2) The product is: [C:31]([OH:40])(=[O:39])[CH2:32][CH2:33][CH2:34][CH2:35][C:36]([OH:38])=[O:37].[Cl:1][C:2]1[CH:11]=[C:10]([C@@H:12]([NH:14][C:15]2[N:23]=[CH:22][N:21]=[C:20]3[C:16]=2[N:17]=[CH:18][NH:19]3)[CH3:13])[C:9]([C:24]2[CH:29]=[CH:28][CH:27]=[C:26]([F:30])[CH:25]=2)=[C:8]2[C:3]=1[CH:4]=[CH:5][N:6]=[N:7]2. Given the reactants [Cl:1][C:2]1[CH:11]=[C:10]([C@@H:12]([NH:14][C:15]2[N:23]=[CH:22][N:21]=[C:20]3[C:16]=2[N:17]=[CH:18][NH:19]3)[CH3:13])[C:9]([C:24]2[CH:29]=[CH:28][CH:27]=[C:26]([F:30])[CH:25]=2)=[C:8]2[C:3]=1[CH:4]=[CH:5][N:6]=[N:7]2.[C:31]([OH:40])(=[O:39])[CH2:32][CH2:33][CH2:34][CH2:35][C:36]([OH:38])=[O:37].CCCCCCC, predict the reaction product. (3) Given the reactants [C-:1]#[N:2].[K+].[Br:4][C:5]1[CH:12]=[CH:11][C:8]([CH2:9]Br)=[C:7]([Cl:13])[CH:6]=1, predict the reaction product. The product is: [Br:4][C:5]1[CH:12]=[CH:11][C:8]([CH2:9][C:1]#[N:2])=[C:7]([Cl:13])[CH:6]=1.